Task: Predict the reaction yield, written as a fraction of the theoretical maximum amount of product (1.0 means a 100% yield; for example, 0.34 means a 34% yield).. Dataset: Reaction yield outcomes from USPTO patents with 853,638 reactions The reactants are CC([PH+](C(C)(C)C)CCCS([O-])(=O)=O)(C)C.[Cl:17][C:18]1[CH:19]=[C:20](B(O)O)[CH:21]=[N:22][CH:23]=1.Br[C:28]1[CH:45]=[C:44]2[C:31]([CH2:32][C:33]3([C:37]42[N:41]=[C:40]([NH2:42])[C:39]([CH3:43])=[N:38]4)[CH2:36][CH2:35][CH2:34]3)=[CH:30][CH:29]=1.CC1CCCO1.C([O-])([O-])=O.[K+].[K+]. The catalyst is C(Cl)Cl.[Na+].[Na+].Cl[Pd+2](Cl)(Cl)Cl. The product is [Cl:17][C:18]1[CH:19]=[C:20]([C:28]2[CH:45]=[C:44]3[C:31]([CH2:32][C:33]4([C:37]53[N:41]=[C:40]([NH2:42])[C:39]([CH3:43])=[N:38]5)[CH2:36][CH2:35][CH2:34]4)=[CH:30][CH:29]=2)[CH:21]=[N:22][CH:23]=1. The yield is 0.770.